The task is: Predict the product of the given reaction.. This data is from Forward reaction prediction with 1.9M reactions from USPTO patents (1976-2016). (1) Given the reactants [F:1][C:2]([F:13])([F:12])[O:3][C:4]1[CH:9]=[CH:8][C:7]([CH2:10][NH2:11])=[CH:6][CH:5]=1.[CH2:14]([O:16][C:17]1[C:24]([F:25])=[CH:23][CH:22]=[CH:21][C:18]=1[CH:19]=O)[CH3:15], predict the reaction product. The product is: [CH2:14]([O:16][C:17]1[C:24]([F:25])=[CH:23][CH:22]=[CH:21][C:18]=1[CH:19]1[N:11]([CH2:10][C:7]2[CH:6]=[CH:5][C:4]([O:3][C:2]([F:12])([F:13])[F:1])=[CH:9][CH:8]=2)[C:17](=[O:16])[CH:24]([F:25])[CH2:23]1)[CH3:15]. (2) Given the reactants [NH2:1][C:2]1[C:9]([O:10]C)=[CH:8][C:7]([S:12][CH:13]([CH3:15])[CH3:14])=[CH:6][C:3]=1[C:4]#[N:5].B(Br)(Br)Br.C(=O)([O-])O.[Na+], predict the reaction product. The product is: [NH2:1][C:2]1[C:9]([OH:10])=[CH:8][C:7]([S:12][CH:13]([CH3:15])[CH3:14])=[CH:6][C:3]=1[C:4]#[N:5]. (3) The product is: [Br:1][C:2]1[CH:3]=[N:4][C:5]([N:9]2[CH2:14][CH2:13][CH:12]([C:15]([NH2:17])=[O:16])[CH2:11][CH2:10]2)=[N:6][CH:7]=1. Given the reactants [Br:1][C:2]1[CH:3]=[N:4][C:5](Cl)=[N:6][CH:7]=1.[NH:9]1[CH2:14][CH2:13][CH:12]([C:15]([NH2:17])=[O:16])[CH2:11][CH2:10]1, predict the reaction product.